Dataset: Full USPTO retrosynthesis dataset with 1.9M reactions from patents (1976-2016). Task: Predict the reactants needed to synthesize the given product. (1) Given the product [Si:1]([O:8][C:9]1[CH:10]=[CH:11][CH:12]=[C:13]2[C:18]=1[N:17]=[C:16]([C:19]1[N:23]3[CH:24]=[CH:25][C:26]([O:28][CH2:29][CH2:30][O:31][CH3:32])=[CH:27][C:22]3=[N:21][N:20]=1)[CH:15]=[CH:14]2)([C:4]([CH3:7])([CH3:6])[CH3:5])([CH3:3])[CH3:2], predict the reactants needed to synthesize it. The reactants are: [Si:1]([O:8][C:9]1[CH:10]=[CH:11][CH:12]=[C:13]2[C:18]=1[N:17]=[C:16]([CH:19]=[N:20][NH:21][C:22]1[CH:27]=[C:26]([O:28][CH2:29][CH2:30][O:31][CH3:32])[CH:25]=[CH:24][N:23]=1)[CH:15]=[CH:14]2)([C:4]([CH3:7])([CH3:6])[CH3:5])([CH3:3])[CH3:2].C(O)(=O)C.C(O)(=O)C.I(C1C=CC=CC=1)=O. (2) Given the product [CH2:1]([O:5][C:6]1[C:7]([F:15])=[C:8]([F:14])[C:9]([C:27]([OH:29])=[O:28])=[C:10]([F:13])[C:11]=1[F:12])[CH2:2][CH2:3][CH3:4], predict the reactants needed to synthesize it. The reactants are: [CH2:1]([O:5][C:6]1[C:11]([F:12])=[C:10]([F:13])[CH:9]=[C:8]([F:14])[C:7]=1[F:15])[CH2:2][CH2:3][CH3:4].C([Li])CCC.CCCCCC.[C:27](=[O:29])=[O:28].Cl. (3) The reactants are: [CH3:1][O:2][C:3]1[CH:8]=[CH:7][C:6]([S:9]([NH2:12])(=[O:11])=[O:10])=[CH:5][C:4]=1[CH2:13][OH:14].CO[CH:17](OC)[N:18]([CH3:20])[CH3:19]. Given the product [CH3:1][O:2][C:3]1[CH:8]=[CH:7][C:6]([S:9]([N:12]=[CH:17][N:18]([CH3:20])[CH3:19])(=[O:11])=[O:10])=[CH:5][C:4]=1[CH2:13][OH:14], predict the reactants needed to synthesize it.